The task is: Predict the product of the given reaction.. This data is from Forward reaction prediction with 1.9M reactions from USPTO patents (1976-2016). Given the reactants [NH2:1][C:2]1[CH:7]=[CH:6][CH:5]=[CH:4][CH:3]=1.C(O/C=C/C(Cl)=O)C.OC1C=C[C:24]2[C:19](=[CH:20][CH:21]=CC=2)N=1.[Cl-].C(=O)/C=C/C, predict the reaction product. The product is: [CH3:21][C:20]1[CH:19]=[CH:24][C:7]2[C:2](=[CH:3][CH:4]=[CH:5][CH:6]=2)[N:1]=1.